This data is from Catalyst prediction with 721,799 reactions and 888 catalyst types from USPTO. The task is: Predict which catalyst facilitates the given reaction. (1) Reactant: [CH3:1][O:2][C:3]1[CH:8]=[CH:7][C:6]([C:9]2[O:10][C:11]([CH2:22][O:23][C:24]3[CH:31]=[CH:30][C:27]([C:28]#[N:29])=[C:26]([CH3:32])[CH:25]=3)=[C:12]([CH2:14][O:15]C3CCCCO3)[N:13]=2)=[CH:5][CH:4]=1.O.C1(C)C=CC(S(O)(=O)=O)=CC=1. Product: [OH:15][CH2:14][C:12]1[N:13]=[C:9]([C:6]2[CH:5]=[CH:4][C:3]([O:2][CH3:1])=[CH:8][CH:7]=2)[O:10][C:11]=1[CH2:22][O:23][C:24]1[CH:31]=[CH:30][C:27]([C:28]#[N:29])=[C:26]([CH3:32])[CH:25]=1. The catalyst class is: 5. (2) Reactant: [NH2:1][C:2]1[CH:7]=[CH:6][CH:5]=[C:4]([Br:8])[C:3]=1[CH2:9][OH:10].N1C=CN=C1.[CH3:16][C:17]([Si:20](Cl)([CH3:22])[CH3:21])([CH3:19])[CH3:18].O. Product: [Br:8][C:4]1[C:3]([CH2:9][O:10][Si:20]([C:17]([CH3:19])([CH3:18])[CH3:16])([CH3:22])[CH3:21])=[C:2]([CH:7]=[CH:6][CH:5]=1)[NH2:1]. The catalyst class is: 3. (3) Product: [C:23]1([C:29]2[C:30]3[C:35]([C:36]([C:46]4[CH:51]=[CH:50][CH:49]=[CH:48][CH:47]=4)=[C:37]4[C:42]=2[CH:41]=[C:40]([C:2]2[CH:3]=[CH:4][C:5]([N:8]5[C:12]6[CH:13]=[CH:14][CH:15]=[CH:16][C:11]=6[N:10]=[C:9]5[C:17]5[CH:22]=[CH:21][CH:20]=[CH:19][CH:18]=5)=[CH:6][CH:7]=2)[CH:39]=[CH:38]4)=[CH:34][CH:33]=[CH:32][CH:31]=3)[CH:28]=[CH:27][CH:26]=[CH:25][CH:24]=1. Reactant: Br[C:2]1[CH:7]=[CH:6][C:5]([N:8]2[C:12]3[CH:13]=[CH:14][CH:15]=[CH:16][C:11]=3[N:10]=[C:9]2[C:17]2[CH:22]=[CH:21][CH:20]=[CH:19][CH:18]=2)=[CH:4][CH:3]=1.[C:23]1([C:29]2[C:30]3[C:35]([C:36]([C:46]4[CH:51]=[CH:50][CH:49]=[CH:48][CH:47]=4)=[C:37]4[C:42]=2[CH:41]=[C:40](B(O)O)[CH:39]=[CH:38]4)=[CH:34][CH:33]=[CH:32][CH:31]=3)[CH:28]=[CH:27][CH:26]=[CH:25][CH:24]=1.C(=O)([O-])[O-].[Na+].[Na+]. The catalyst class is: 276. (4) Reactant: [C:1]([NH:4][C:5]1[N:9]([C:10]2[CH:15]=[C:14]([S:16][CH2:17][C:18]([F:21])([F:20])[F:19])[C:13]([CH3:22])=[CH:12][C:11]=2[F:23])[N:8]=[C:7]([O:24][C:25]([F:40])([F:39])[CH:26]([F:38])[O:27][C:28]([F:37])([F:36])[C:29]([F:35])([F:34])[C:30]([F:33])([F:32])[F:31])[CH:6]=1)(=[O:3])[CH3:2].ClC1C=CC=C(C(OO)=[O:49])C=1. Product: [C:1]([NH:4][C:5]1[N:9]([C:10]2[CH:15]=[C:14]([S:16]([CH2:17][C:18]([F:19])([F:20])[F:21])=[O:49])[C:13]([CH3:22])=[CH:12][C:11]=2[F:23])[N:8]=[C:7]([O:24][C:25]([F:39])([F:40])[CH:26]([F:38])[O:27][C:28]([F:37])([F:36])[C:29]([F:34])([F:35])[C:30]([F:31])([F:32])[F:33])[CH:6]=1)(=[O:3])[CH3:2]. The catalyst class is: 22.